Dataset: Reaction yield outcomes from USPTO patents with 853,638 reactions. Task: Predict the reaction yield, written as a fraction of the theoretical maximum amount of product (1.0 means a 100% yield; for example, 0.34 means a 34% yield). The reactants are CS([C:5]1[N:10]=[C:9]([NH:11][CH2:12][C:13]2[S:14][C:15]([CH3:18])=[CH:16][CH:17]=2)[N:8]2[N:19]=[CH:20][C:21]([CH2:22][CH2:23][CH3:24])=[C:7]2[N:6]=1)(=O)=O.[CH3:25][CH2:26][CH:27]([NH2:30])[CH2:28][OH:29].[F-].[K+].O1CCOCC1. The catalyst is O. The product is [CH3:18][C:15]1[S:14][C:13]([CH2:12][NH:11][C:9]2[N:8]3[N:19]=[CH:20][C:21]([CH2:22][CH2:23][CH3:24])=[C:7]3[N:6]=[C:5]([NH:30][C@H:27]([CH2:26][CH3:25])[CH2:28][OH:29])[N:10]=2)=[CH:17][CH:16]=1. The yield is 0.570.